Dataset: Catalyst prediction with 721,799 reactions and 888 catalyst types from USPTO. Task: Predict which catalyst facilitates the given reaction. (1) Reactant: [NH2:1][C:2]1[CH:3]=[C:4]([NH:16][C:17](=[O:19])[CH3:18])[CH:5]=[CH:6][C:7]=1[NH:8][CH2:9][CH:10]1[CH2:15][CH2:14][O:13][CH2:12][CH2:11]1.[CH3:20][C:21]([CH3:26])([CH3:25])[C:22](Cl)=O. Product: [C:21]([C:26]1[N:8]([CH2:9][CH:10]2[CH2:11][CH2:12][O:13][CH2:14][CH2:15]2)[C:7]2[CH:6]=[CH:5][C:4]([NH:16][C:17](=[O:19])[CH3:18])=[CH:3][C:2]=2[N:1]=1)([CH3:25])([CH3:22])[CH3:20]. The catalyst class is: 79. (2) Reactant: N[C:2]1[CH:7]=[C:6]([CH2:8][CH2:9][CH2:10][CH2:11][CH2:12][CH2:13][CH2:14][CH2:15][CH2:16][CH2:17][CH2:18][CH2:19][CH2:20][CH2:21][CH2:22][CH2:23][CH2:24][CH2:25][CH3:26])[CH:5]=[CH:4][N:3]=1.[BrH:27].BrBr.N([O-])=O.[Na+].[OH-].[Na+]. Product: [Br:27][C:2]1[CH:7]=[C:6]([CH2:8][CH2:9][CH2:10][CH2:11][CH2:12][CH2:13][CH2:14][CH2:15][CH2:16][CH2:17][CH2:18][CH2:19][CH2:20][CH2:21][CH2:22][CH2:23][CH2:24][CH2:25][CH3:26])[CH:5]=[CH:4][N:3]=1. The catalyst class is: 6.